Dataset: Full USPTO retrosynthesis dataset with 1.9M reactions from patents (1976-2016). Task: Predict the reactants needed to synthesize the given product. (1) Given the product [F:1][C:2]1[CH:3]=[C:4]([NH:14][C:15]([NH:39][CH2:38][C:37]2[C:32]([N:29]3[CH2:30][CH2:31][CH:26]([CH3:25])[CH2:27][CH2:28]3)=[N:33][C:34]([C:40]([F:43])([F:41])[F:42])=[CH:35][CH:36]=2)=[O:23])[CH:5]=[N:6][C:7]=1[CH2:8][CH2:9][S:10]([CH3:13])(=[O:11])=[O:12], predict the reactants needed to synthesize it. The reactants are: [F:1][C:2]1[CH:3]=[C:4]([NH:14][C:15](=[O:23])OC2C=CC=CC=2)[CH:5]=[N:6][C:7]=1[CH2:8][CH2:9][S:10]([CH3:13])(=[O:12])=[O:11].Cl.[CH3:25][CH:26]1[CH2:31][CH2:30][N:29]([C:32]2[C:37]([CH2:38][NH2:39])=[CH:36][CH:35]=[C:34]([C:40]([F:43])([F:42])[F:41])[N:33]=2)[CH2:28][CH2:27]1.C(N(C(C)C)C(C)C)C. (2) Given the product [C:20]([O:12][CH2:11][CH2:10][CH2:9][C:8]([C:14]([F:15])([F:16])[F:17])([OH:13])[C:7]([F:18])([F:19])[F:6])(=[O:24])[C:21]([CH3:23])=[CH2:22], predict the reactants needed to synthesize it. The reactants are: C([Li])CCC.[F:6][C:7]([F:19])([F:18])[C:8]([C:14]([F:17])([F:16])[F:15])([OH:13])[CH2:9][CH2:10][CH2:11][OH:12].[C:20](Cl)(=[O:24])[C:21]([CH3:23])=[CH2:22]. (3) Given the product [Br:20][C:17]1[CH:18]=[CH:19][C:14]([C:13]2[NH:12][C:11]3[CH:10]=[CH:9][CH:8]=[C:3]([C:4]([OH:6])=[O:5])[C:2]=3[N:1]=2)=[CH:15][C:16]=1[F:21], predict the reactants needed to synthesize it. The reactants are: [NH2:1][C:2]1[C:11]([NH:12][C:13](=O)[C:14]2[CH:19]=[CH:18][C:17]([Br:20])=[C:16]([F:21])[CH:15]=2)=[CH:10][CH:9]=[CH:8][C:3]=1[C:4]([O:6]C)=[O:5].[H][H].[OH-].[Na+].Cl. (4) Given the product [ClH:11].[Cl:11][C:8]1[CH:7]=[C:3]([C:4]([NH2:6])=[O:5])[C:2](=[NH:1])[N:10]([CH2:13][C:14]2[CH:21]=[C:20]([Cl:22])[CH:19]=[CH:18][C:15]=2[C:16]#[N:17])[CH:9]=1, predict the reactants needed to synthesize it. The reactants are: [NH2:1][C:2]1[N:10]=[CH:9][C:8]([Cl:11])=[CH:7][C:3]=1[C:4]([NH2:6])=[O:5].Br[CH2:13][C:14]1[CH:21]=[C:20]([Cl:22])[CH:19]=[CH:18][C:15]=1[C:16]#[N:17]. (5) Given the product [CH:16]([N:15]([CH:14]([CH3:13])[CH3:54])[CH2:40][CH3:41])([CH3:17])[CH3:21], predict the reactants needed to synthesize it. The reactants are: N1C=CC=CC=1C1C(C2[C:21]3[C:16](=[CH:17]C=CC=3)[N:15]=[CH:14][CH:13]=2)=CN(CCC(O)=O)N=1.Cl.NO.F[P-](F)(F)(F)(F)F.N1(OC(N(C)C)=[N+](C)C)[C:41]2N=CC=C[C:40]=2N=N1.[CH3:54]N(C=O)C. (6) Given the product [F:2][C:3]1[CH:8]=[C:7]([S:9]([CH3:12])(=[O:10])=[O:11])[CH:6]=[CH:5][C:4]=1[NH:13][C:14]1[C:15]2[O:22][CH:21]=[C:20]([CH:23]3[CH2:28][CH2:27][N:26]([C:30]([O:32][CH2:33][C:34]4[CH:39]=[CH:38][CH:37]=[CH:36][CH:35]=4)=[O:31])[CH2:25][CH2:24]3)[C:16]=2[N:17]=[CH:18][N:19]=1, predict the reactants needed to synthesize it. The reactants are: Cl.[F:2][C:3]1[CH:8]=[C:7]([S:9]([CH3:12])(=[O:11])=[O:10])[CH:6]=[CH:5][C:4]=1[NH:13][C:14]1[C:15]2[O:22][CH:21]=[C:20]([CH:23]3[CH2:28][CH2:27][NH:26][CH2:25][CH2:24]3)[C:16]=2[N:17]=[CH:18][N:19]=1.Cl[C:30]([O:32][CH2:33][C:34]1[CH:39]=[CH:38][CH:37]=[CH:36][CH:35]=1)=[O:31].O.